Dataset: Reaction yield outcomes from USPTO patents with 853,638 reactions. Task: Predict the reaction yield, written as a fraction of the theoretical maximum amount of product (1.0 means a 100% yield; for example, 0.34 means a 34% yield). (1) The reactants are [Br:1][C:2]1[CH:7]=[CH:6][C:5]([CH2:8][C:9]([OH:11])=[O:10])=[CH:4][C:3]=1[F:12].[CH3:13]O.S(Cl)(Cl)=O. No catalyst specified. The product is [Br:1][C:2]1[CH:7]=[CH:6][C:5]([CH2:8][C:9]([O:11][CH3:13])=[O:10])=[CH:4][C:3]=1[F:12]. The yield is 0.830. (2) The catalyst is CN(C=O)C. The product is [N:1]([CH2:4][CH2:5][P:6](=[O:7])([OH:13])[OH:10])=[N+:2]=[N-:3]. The yield is 0.740. The reactants are [N:1]([CH2:4][CH2:5][P:6](=[O:13])([O:10]CC)[O:7]CC)=[N+:2]=[N-:3].C[Si](C)(C)Br.